Dataset: Full USPTO retrosynthesis dataset with 1.9M reactions from patents (1976-2016). Task: Predict the reactants needed to synthesize the given product. (1) Given the product [C:36]([CH2:35][C:31]1([N:29]2[CH:30]=[C:26]([B:21]3[O:22][C:23]([CH3:25])([CH3:24])[C:19]([CH3:38])([CH3:18])[O:20]3)[CH:27]=[N:28]2)[CH2:34][N:33]([C:2]2[N:3]=[CH:4][C:5]([C:8]([NH:10][C@@H:11]([CH3:16])[C:12]([F:15])([F:14])[F:13])=[O:9])=[N:6][CH:7]=2)[CH2:32]1)#[N:37], predict the reactants needed to synthesize it. The reactants are: Cl[C:2]1[N:3]=[CH:4][C:5]([C:8]([NH:10][C@@H:11]([CH3:16])[C:12]([F:15])([F:14])[F:13])=[O:9])=[N:6][CH:7]=1.Cl.[CH3:18][C:19]1([CH3:38])[C:23]([CH3:25])([CH3:24])[O:22][B:21]([C:26]2[CH:27]=[N:28][N:29]([C:31]3([CH2:35][C:36]#[N:37])[CH2:34][NH:33][CH2:32]3)[CH:30]=2)[O:20]1.C(N(CC)C(C)C)(C)C. (2) The reactants are: I[C:2]1[CH:7]=[CH:6][C:5]([OH:8])=[CH:4][CH:3]=1.[CH3:9][CH:10]([OH:13])[C:11]#[CH:12].[Cl-].[NH4+]. Given the product [OH:13][CH:10]([CH3:9])[C:11]#[C:12][C:2]1[CH:7]=[CH:6][C:5]([OH:8])=[CH:4][CH:3]=1, predict the reactants needed to synthesize it. (3) Given the product [CH:15]1([NH:10][CH:11]2[CH2:12][CH2:13][CH2:14][CH2:57][CH2:56]2)[CH2:16][CH2:17][CH2:18][CH2:21][CH2:20]1, predict the reactants needed to synthesize it. The reactants are: P(=O)(O)(O)O.C([N:10]([CH2:15][CH2:16][CH2:17][CH3:18])[CH2:11][CH2:12][CH2:13][CH3:14])CCC.Cl[C:20]1C=CC(C([C@]2(O)[C@](C(=O)C3C=CC(Cl)=CC=3)(O)[C@@H](COC(=O)C3C=CC(Cl)=CC=3)O[C@@H]2Cl)=O)=C[CH:21]=1.[CH2:56](C(C)=O)[CH:57](C)C.